Dataset: Merck oncology drug combination screen with 23,052 pairs across 39 cell lines. Task: Regression. Given two drug SMILES strings and cell line genomic features, predict the synergy score measuring deviation from expected non-interaction effect. Drug 1: COc1cccc2c1C(=O)c1c(O)c3c(c(O)c1C2=O)CC(O)(C(=O)CO)CC3OC1CC(N)C(O)C(C)O1. Drug 2: COC1=C2CC(C)CC(OC)C(O)C(C)C=C(C)C(OC(N)=O)C(OC)C=CC=C(C)C(=O)NC(=CC1=O)C2=O. Cell line: NCIH2122. Synergy scores: synergy=-9.22.